From a dataset of Forward reaction prediction with 1.9M reactions from USPTO patents (1976-2016). Predict the product of the given reaction. Given the reactants [C:1]1([P:7]([C:14]2[CH:19]=[CH:18][CH:17]=[CH:16][CH:15]=2)[C:8]2[CH:13]=[CH:12][CH:11]=[CH:10][CH:9]=2)[CH:6]=[CH:5][CH:4]=[CH:3][CH:2]=1.[CH:20]([C:22]1[CH:29]=[CH:28][C:25]([CH2:26][Cl:27])=[CH:24][CH:23]=1)=[CH2:21], predict the reaction product. The product is: [Cl-:27].[C:14]1([P+:7]([C:1]2[CH:2]=[CH:3][CH:4]=[CH:5][CH:6]=2)([C:8]2[CH:13]=[CH:12][CH:11]=[CH:10][CH:9]=2)[CH2:26][C:25]2[CH:28]=[CH:29][C:22]([CH:20]=[CH2:21])=[CH:23][CH:24]=2)[CH:15]=[CH:16][CH:17]=[CH:18][CH:19]=1.